This data is from Reaction yield outcomes from USPTO patents with 853,638 reactions. The task is: Predict the reaction yield, written as a fraction of the theoretical maximum amount of product (1.0 means a 100% yield; for example, 0.34 means a 34% yield). The reactants are [Cl:1][CH2:2][CH2:3][N:4]=[C:5]=[O:6].[CH:7]1([C:10]2[CH:15]=[CH:14][N:13]=[CH:12][C:11]=2[NH2:16])[CH2:9][CH2:8]1.CO. The catalyst is C1(C)C=CC=CC=1.C(Cl)(Cl)Cl. The product is [Cl:1][CH2:2][CH2:3][NH:4][C:5]([NH:16][C:11]1[CH:12]=[N:13][CH:14]=[CH:15][C:10]=1[CH:7]1[CH2:9][CH2:8]1)=[O:6]. The yield is 0.280.